The task is: Predict which catalyst facilitates the given reaction.. This data is from Catalyst prediction with 721,799 reactions and 888 catalyst types from USPTO. (1) Product: [CH3:8][C:5]1[CH:6]=[CH:7][C:2]([C:10]#[N:11])=[N:3][CH:4]=1. The catalyst class is: 9. Reactant: Br[C:2]1[CH:7]=[CH:6][C:5]([CH3:8])=[CH:4][N:3]=1.[Cu](C#N)[C:10]#[N:11]. (2) Product: [Cl:1][C:2]1[CH:3]=[C:4]([CH:18]=[C:19]([Cl:21])[CH:20]=1)[CH2:5][C:6]1[C:7]([CH2:16][CH3:17])=[N:8][N:9]([CH2:13][CH2:14][NH:15][C:22](=[O:29])[C:23]2[CH:28]=[CH:27][CH:26]=[CH:25][CH:24]=2)[C:10]=1[CH2:11][CH3:12]. The catalyst class is: 546. Reactant: [Cl:1][C:2]1[CH:3]=[C:4]([CH:18]=[C:19]([Cl:21])[CH:20]=1)[CH2:5][C:6]1[C:7]([CH2:16][CH3:17])=[N:8][N:9]([CH2:13][CH2:14][NH2:15])[C:10]=1[CH2:11][CH3:12].[C:22](O)(=[O:29])[C:23]1[CH:28]=[CH:27][CH:26]=[CH:25][CH:24]=1.Cl.CN(C)CCCN=C=NCC. (3) Reactant: [Br:1][C:2]1[N:7]=[C:6]([C:8]([OH:10])=O)[CH:5]=[CH:4][CH:3]=1.[CH3:11][O:12][C:13]1[CH:20]=[CH:19][C:18]([O:21][CH3:22])=[CH:17][C:14]=1[CH2:15][NH2:16].CN(C(ON1N=NC2C=CC=CC1=2)=[N+](C)C)C.[B-](F)(F)(F)F.C(N(CC)C(C)C)(C)C.C([O-])(O)=O.[Na+]. Product: [CH3:11][O:12][C:13]1[CH:20]=[CH:19][C:18]([O:21][CH3:22])=[CH:17][C:14]=1[CH2:15][NH:16][C:8]([C:6]1[CH:5]=[CH:4][CH:3]=[C:2]([Br:1])[N:7]=1)=[O:10]. The catalyst class is: 3. (4) Reactant: Br[CH:2]1[CH2:7][CH2:6][CH2:5][CH:4]=[CH:3]1.[N-:8]=[N+:9]=[N-:10].[Na+]. Product: [N:8]([CH:2]1[CH2:7][CH2:6][CH2:5][CH:4]=[CH:3]1)=[N+:9]=[N-:10]. The catalyst class is: 18. (5) Reactant: [CH:1]([C:3]1[CH:8]=[CH:7][C:6]([C:9]2[CH:14]=[CH:13][C:12]([CH2:15][CH2:16][C:17]([C:19]3[O:20][C:21]([C:24]4[N:29]=[C:28]([C:30]([O:32][CH3:33])=[O:31])[CH:27]=[CH:26][CH:25]=4)=[CH:22][N:23]=3)=[O:18])=[CH:11][CH:10]=2)=[CH:5][CH:4]=1)=O.[NH:34]1[CH2:39][CH2:38][O:37][CH2:36][CH2:35]1.[BH-](OC(C)=O)(OC(C)=O)OC(C)=O.[Na+]. Product: [O:37]1[CH2:38][CH2:39][N:34]([CH2:1][C:3]2[CH:8]=[CH:7][C:6]([C:9]3[CH:10]=[CH:11][C:12]([CH2:15][CH2:16][C:17]([C:19]4[O:20][C:21]([C:24]5[N:29]=[C:28]([C:30]([O:32][CH3:33])=[O:31])[CH:27]=[CH:26][CH:25]=5)=[CH:22][N:23]=4)=[O:18])=[CH:13][CH:14]=3)=[CH:5][CH:4]=2)[CH2:35][CH2:36]1. The catalyst class is: 68.